Dataset: Reaction yield outcomes from USPTO patents with 853,638 reactions. Task: Predict the reaction yield, written as a fraction of the theoretical maximum amount of product (1.0 means a 100% yield; for example, 0.34 means a 34% yield). (1) The reactants are I[C:2]1[CH:14]=[CH:13][C:5]2[C:6](=[O:12])[CH2:7][CH2:8][C:9](=[O:11])[NH:10][C:4]=2[CH:3]=1.[CH:15]1(B(O)O)[CH2:17][CH2:16]1.[O-]P([O-])([O-])=O.[K+].[K+].[K+].C1(P(C2CCCCC2)C2CCCCC2)CCCCC1. The catalyst is C1(C)C=CC=CC=1.O.CC([O-])=O.CC([O-])=O.[Pd+2].CCOC(C)=O. The product is [CH:15]1([C:2]2[CH:14]=[CH:13][C:5]3[C:6](=[O:12])[CH2:7][CH2:8][C:9](=[O:11])[NH:10][C:4]=3[CH:3]=2)[CH2:17][CH2:16]1. The yield is 0.230. (2) The catalyst is CN(C=O)C.C(OCC)C.Cl[Pd](Cl)([P](C1C=CC=CC=1)(C1C=CC=CC=1)C1C=CC=CC=1)[P](C1C=CC=CC=1)(C1C=CC=CC=1)C1C=CC=CC=1. The product is [Cl:1][C:2]1[NH:7][C:6]2=[N:8][CH:9]=[CH:10][C:5]2=[C:4]([C:17]2[O:18][CH:19]=[CH:20][CH:21]=2)[N:3]=1. The reactants are [Cl:1][C:2]1[NH:7][C:6]2=[N:8][CH:9]=[CH:10][C:5]2=[C:4](Cl)[N:3]=1.C([Sn](CCCC)(CCCC)[C:17]1[O:18][CH:19]=[CH:20][CH:21]=1)CCC. The yield is 0.610. (3) The reactants are [NH:1]1[CH:5]=[C:4]([C:6]#[N:7])[CH:3]=[N:2]1.C(=O)([O-])[O-].[K+].[K+].Br[CH2:15][C:16]([O:18][CH2:19][CH3:20])=[O:17]. The catalyst is CC(C)=O.CCCCCCC. The product is [C:6]([C:4]1[CH:5]=[N:1][N:2]([CH2:15][C:16]([O:18][CH2:19][CH3:20])=[O:17])[CH:3]=1)#[N:7]. The yield is 0.519.